From a dataset of Reaction yield outcomes from USPTO patents with 853,638 reactions. Predict the reaction yield, written as a fraction of the theoretical maximum amount of product (1.0 means a 100% yield; for example, 0.34 means a 34% yield). The reactants are Cl.[C:2]1([C:8]2([NH2:11])[CH2:10][CH2:9]2)[CH:7]=[CH:6][CH:5]=[CH:4][CH:3]=1.CN(C(ON1N=NC2C=CC=NC1=2)=[N+](C)C)C.F[P-](F)(F)(F)(F)F.CCN(C(C)C)C(C)C.[F:45][C:46]1[CH:51]=[CH:50][C:49]([C:52]2[O:53][C:54]3[CH:64]=[C:63]([N:65]([CH2:70][CH2:71][OH:72])[S:66]([CH3:69])(=[O:68])=[O:67])[C:62]([C:73]4[CH:74]=[C:75]([CH:79]=[CH:80][CH:81]=4)[C:76](O)=[O:77])=[CH:61][C:55]=3[C:56]=2[C:57](=[O:60])[NH:58][CH3:59])=[CH:48][CH:47]=1. The catalyst is CN(C=O)C.CCOC(C)=O. The product is [F:45][C:46]1[CH:51]=[CH:50][C:49]([C:52]2[O:53][C:54]3[CH:64]=[C:63]([N:65]([CH2:70][CH2:71][OH:72])[S:66]([CH3:69])(=[O:68])=[O:67])[C:62]([C:73]4[CH:81]=[CH:80][CH:79]=[C:75]([C:76](=[O:77])[NH:11][C:8]5([C:2]6[CH:7]=[CH:6][CH:5]=[CH:4][CH:3]=6)[CH2:10][CH2:9]5)[CH:74]=4)=[CH:61][C:55]=3[C:56]=2[C:57]([NH:58][CH3:59])=[O:60])=[CH:48][CH:47]=1. The yield is 0.440.